Predict which catalyst facilitates the given reaction. From a dataset of Catalyst prediction with 721,799 reactions and 888 catalyst types from USPTO. (1) Reactant: [CH:1]1([CH:5]([NH:18][C:19]2[CH:27]=[CH:26][C:22]([C:23](O)=[O:24])=[CH:21][CH:20]=2)[C:6]2[CH:10]=[C:9]([C:11]3[CH:16]=[CH:15][CH:14]=[CH:13][CH:12]=3)O[C:7]=2[CH3:17])[CH2:4][CH2:3][CH2:2]1.[CH3:28][NH:29][CH2:30][CH2:31][C:32]([O:34]CC)=[O:33].Cl.C(N=C=NCCCN(C)C)C.[OH2:49].OC1C2N=NNC=2C=CC=1. Product: [CH:1]1([CH:5]([NH:18][C:19]2[CH:27]=[CH:26][C:22]([C:23]([N:29]([CH3:28])[CH2:30][CH2:31][C:32]([OH:34])=[O:33])=[O:24])=[CH:21][CH:20]=2)[C:6]2[CH:10]=[C:9]([C:11]3[CH:12]=[CH:13][CH:14]=[CH:15][CH:16]=3)[O:49][C:7]=2[CH3:17])[CH2:2][CH2:3][CH2:4]1. The catalyst class is: 842. (2) Reactant: [Br:1][C:2]1[N:18]=[C:5]2[N:6]=[C:7]([Cl:17])[C:8]([C:11]3[CH:16]=[CH:15][CH:14]=[CH:13][CH:12]=3)=[C:9](Br)[N:4]2[N:3]=1.CO.C1COCC1. Product: [Br:1][C:2]1[N:18]=[C:5]2[N:6]=[C:7]([Cl:17])[C:8]([C:11]3[CH:16]=[CH:15][CH:14]=[CH:13][CH:12]=3)=[CH:9][N:4]2[N:3]=1. The catalyst class is: 15. (3) Reactant: [CH2:1]([O:3][C:4]([N:6]1[C:15]2[C:10](=[N:11][C:12]([O:16][CH3:17])=[CH:13][CH:14]=2)[C@@H:9]([NH:18][C:19]2[N:24]=[C:23]([CH2:25][C:26]3[CH:31]=[C:30]([C:32]([F:35])([F:34])[F:33])[CH:29]=[C:28]([C:36]([F:39])([F:38])[F:37])[CH:27]=3)[C:22]([OH:40])=[CH:21][N:20]=2)[CH2:8][C@H:7]1[CH2:41][CH3:42])=[O:5])[CH3:2].[N:43]1[CH:48]=[CH:47][CH:46]=[N:45][C:44]=1[CH2:49]O.C1(P(C2C=CC=CC=2)C2C=CC=CC=2)C=CC=CC=1.N(C(OCC)=O)=NC(OCC)=O.C1(C)C=CC=CC=1. Product: [CH2:1]([O:3][C:4]([N:6]1[C:15]2[C:10](=[N:11][C:12]([O:16][CH3:17])=[CH:13][CH:14]=2)[C@@H:9]([NH:18][C:19]2[N:24]=[C:23]([CH2:25][C:26]3[CH:31]=[C:30]([C:32]([F:35])([F:34])[F:33])[CH:29]=[C:28]([C:36]([F:38])([F:39])[F:37])[CH:27]=3)[C:22]([O:40][CH2:49][C:44]3[N:45]=[CH:46][CH:47]=[CH:48][N:43]=3)=[CH:21][N:20]=2)[CH2:8][C@H:7]1[CH2:41][CH3:42])=[O:5])[CH3:2]. The catalyst class is: 30. (4) Reactant: [Br:1][C:2]1[CH:3]=[C:4]2[C:8](=[CH:9][CH:10]=1)[NH:7][CH:6]=[C:5]2[C:11]1[S:12][CH:13]=[CH:14][N:15]=1.[CH2:16]([O:18][C:19](=[O:33])[CH2:20][O:21][C:22]1[CH:27]=[CH:26][C:25]([S:28](Cl)(=[O:30])=[O:29])=[CH:24][C:23]=1[CH3:32])[CH3:17].C(=O)([O-])[O-].[K+].[K+]. Product: [CH2:16]([O:18][C:19](=[O:33])[CH2:20][O:21][C:22]1[CH:27]=[CH:26][C:25]([S:28]([N:7]2[C:8]3[C:4](=[CH:3][C:2]([Br:1])=[CH:10][CH:9]=3)[C:5]([C:11]3[S:12][CH:13]=[CH:14][N:15]=3)=[CH:6]2)(=[O:29])=[O:30])=[CH:24][C:23]=1[CH3:32])[CH3:17]. The catalyst class is: 131. (5) Reactant: [F:1][C:2]([F:19])([F:18])[O:3][C:4]1[CH:5]=[C:6]2[C:10](=[CH:11][CH:12]=1)[NH:9][C:8]([C:13]([O:15][CH2:16][CH3:17])=[O:14])=[CH:7]2.[Br:20]N1C(=O)CCC1=O. Product: [Br:20][C:7]1[C:6]2[C:10](=[CH:11][CH:12]=[C:4]([O:3][C:2]([F:1])([F:18])[F:19])[CH:5]=2)[NH:9][C:8]=1[C:13]([O:15][CH2:16][CH3:17])=[O:14]. The catalyst class is: 1. (6) The catalyst class is: 1. Reactant: [C:1]([O:4][C:5]([CH3:8])([CH3:7])[CH3:6])(=[O:3])[CH3:2].[Li+].C[Si]([N-][Si](C)(C)C)(C)C.[F:19][C:20]([F:57])([F:56])[C:21]1[CH:22]=[C:23]([C@H:31]([O:33][C@H:34]2[CH2:38][N:37]([C:39]([O:41][C:42]([CH3:45])([CH3:44])[CH3:43])=[O:40])[C@@H:36]([CH2:46][CH:47]=[O:48])[C@@H:35]2[C:49]2[CH:54]=[CH:53][C:52]([F:55])=[CH:51][CH:50]=2)[CH3:32])[CH:24]=[C:25]([C:27]([F:30])([F:29])[F:28])[CH:26]=1. Product: [F:57][C:20]([F:19])([F:56])[C:21]1[CH:22]=[C:23]([C@H:31]([O:33][C@H:34]2[CH2:38][N:37]([C:39]([O:41][C:42]([CH3:44])([CH3:43])[CH3:45])=[O:40])[C@@H:36]([CH2:46][CH:47]([OH:48])[CH2:2][C:1]([O:4][C:5]([CH3:8])([CH3:7])[CH3:6])=[O:3])[C@@H:35]2[C:49]2[CH:54]=[CH:53][C:52]([F:55])=[CH:51][CH:50]=2)[CH3:32])[CH:24]=[C:25]([C:27]([F:28])([F:29])[F:30])[CH:26]=1.